This data is from TCR-epitope binding with 47,182 pairs between 192 epitopes and 23,139 TCRs. The task is: Binary Classification. Given a T-cell receptor sequence (or CDR3 region) and an epitope sequence, predict whether binding occurs between them. (1) The epitope is KAFSPEVIPMF. The TCR CDR3 sequence is CAGSLSNGYTF. Result: 1 (the TCR binds to the epitope). (2) The epitope is RAKFKQLL. The TCR CDR3 sequence is CASSLGTGWSAGYTF. Result: 1 (the TCR binds to the epitope). (3) The epitope is FLNGSCGSV. The TCR CDR3 sequence is CASSLTSGGIADTQYF. Result: 1 (the TCR binds to the epitope). (4) The epitope is YVLDHLIVV. The TCR CDR3 sequence is CASSPTSGSSYEQYF. Result: 0 (the TCR does not bind to the epitope). (5) The epitope is TEKSNIIRGW. The TCR CDR3 sequence is CASSYDWHEQFF. Result: 0 (the TCR does not bind to the epitope). (6) Result: 1 (the TCR binds to the epitope). The epitope is KLSYGIATV. The TCR CDR3 sequence is CASSQGIAGDEQFF. (7) The epitope is RPHERNGFTVL. The TCR CDR3 sequence is CASSQAAGAEQYF. Result: 0 (the TCR does not bind to the epitope). (8) The epitope is RIFTIGTVTLK. The TCR CDR3 sequence is CASLSGDTQYF. Result: 1 (the TCR binds to the epitope). (9) The epitope is ELAGIGILTV. The TCR CDR3 sequence is CASSSRTGDTQYF. Result: 0 (the TCR does not bind to the epitope). (10) The epitope is RLRPGGKKK. The TCR CDR3 sequence is CASPSQLRPQETQYF. Result: 0 (the TCR does not bind to the epitope).